Dataset: Full USPTO retrosynthesis dataset with 1.9M reactions from patents (1976-2016). Task: Predict the reactants needed to synthesize the given product. (1) Given the product [Cl:32][C:15]1[C:16]([N:18]2[CH2:23][CH2:22][CH2:21][C@@H:20]([NH:24][C:25](=[O:31])[O:26][C:27]([CH3:28])([CH3:29])[CH3:30])[CH2:19]2)=[C:17]2[C:9]([NH:8][C:36]([CH:33]3[CH2:35][CH2:34]3)=[O:37])=[CH:10][NH:11][C:12]2=[N:13][CH:14]=1, predict the reactants needed to synthesize it. The reactants are: C(N(CC)CC)C.[NH2:8][C:9]1[C:17]2[C:12](=[N:13][CH:14]=[C:15]([Cl:32])[C:16]=2[N:18]2[CH2:23][CH2:22][CH2:21][C@@H:20]([NH:24][C:25](=[O:31])[O:26][C:27]([CH3:30])([CH3:29])[CH3:28])[CH2:19]2)[NH:11][CH:10]=1.[CH:33]1([C:36](Cl)=[O:37])[CH2:35][CH2:34]1.O[Li].O. (2) Given the product [CH3:33][CH:13]([CH3:12])[CH2:14][C:15]([O:17][CH:18]([O:22][C:23]([NH:11][CH2:10][C@H:2]1[CH2:3][CH2:4][C@H:5]([C:7]([OH:9])=[O:8])[CH2:6][CH2:1]1)=[O:24])[CH2:19][CH2:20][CH3:21])=[O:16], predict the reactants needed to synthesize it. The reactants are: [CH2:1]1[CH2:6][C@H:5]([C:7]([OH:9])=[O:8])[CH2:4][CH2:3][C@H:2]1[CH2:10][NH2:11].[CH3:12][CH:13]([CH3:33])[CH2:14][C:15]([O:17][CH:18]([O:22][C:23](ON1C(=O)CCC1=O)=[O:24])[CH2:19][CH2:20][CH3:21])=[O:16]. (3) The reactants are: [CH3:1][O:2][C:3](=[O:27])[CH2:4][CH2:5][CH2:6][CH2:7][CH2:8][O:9][C:10]1[CH:11]=[CH:12][C:13]2[N:17]=[C:16](Cl)[N:15]([C:19]3[CH:24]=[CH:23][C:22]([CH3:25])=[CH:21][CH:20]=3)[C:14]=2[CH:26]=1.CN(C)C=O.[NH:33]1[CH2:38][CH2:37][CH2:36][CH2:35][CH2:34]1. Given the product [CH3:1][O:2][C:3](=[O:27])[CH2:4][CH2:5][CH2:6][CH2:7][CH2:8][O:9][C:10]1[CH:11]=[CH:12][C:13]2[N:17]=[C:16]([N:33]3[CH2:38][CH2:37][CH2:36][CH2:35][CH2:34]3)[N:15]([C:19]3[CH:24]=[CH:23][C:22]([CH3:25])=[CH:21][CH:20]=3)[C:14]=2[CH:26]=1, predict the reactants needed to synthesize it. (4) Given the product [CH3:58][O:59][C:60]1[CH:65]=[CH:64][C:63]([CH2:66][CH2:67][CH3:68])=[CH:62][C:61]=1[C:69]1[N:70]=[C:71]([NH:74][C:43]([C@H:42]2[CH2:46][CH2:47][CH2:48][N:40]([C:33]([O:35][C:36]([CH3:37])([CH3:38])[CH3:39])=[O:34])[CH2:41]2)=[O:45])[S:72][CH:73]=1, predict the reactants needed to synthesize it. The reactants are: CN(C(ON1N=NC2C=CC=CC1=2)=[N+](C)C)C.[B-](F)(F)(F)F.C1C=CC2N(O)N=NC=2C=1.[C:33]([N:40]1[CH2:48][CH2:47][CH2:46][C@H:42]([C:43]([OH:45])=O)[CH2:41]1)([O:35][C:36]([CH3:39])([CH3:38])[CH3:37])=[O:34].CCN(C(C)C)C(C)C.[CH3:58][O:59][C:60]1[CH:65]=[CH:64][C:63]([CH2:66][CH2:67][CH3:68])=[CH:62][C:61]=1[C:69]1[N:70]=[C:71]([NH2:74])[S:72][CH:73]=1. (5) Given the product [Cl:1][C:2]1[C:7]([C:8]([F:11])([F:9])[F:10])=[CH:6][CH:5]=[CH:4][C:3]=1[C:12]([N:14]1[CH2:19][CH2:18][N:17]([CH2:20][CH:21]2[CH2:29][CH2:30][CH2:25][CH2:26][CH2:27]2)[C:16](=[O:22])[CH2:15]1)=[O:13], predict the reactants needed to synthesize it. The reactants are: [Cl:1][C:2]1[C:7]([C:8]([F:11])([F:10])[F:9])=[CH:6][CH:5]=[CH:4][C:3]=1[C:12]([N:14]1[CH2:19][CH2:18][N:17]([CH2:20][CH3:21])[C:16](=[O:22])[CH2:15]1)=[O:13].BrC[CH:25]1[CH2:30][CH2:29]C[CH2:27][CH2:26]1. (6) Given the product [Cl:19][C:20]1[CH:21]=[C:22]([CH:28]=[CH:29][C:30]=1[Cl:31])[C:23]([O:25][CH2:26][N:15]1[C:14](=[O:16])[O:13][N:12]=[C:11]1[C:7]1[CH:6]=[C:5]([C:4]([F:3])([F:17])[F:18])[CH:10]=[CH:9][N:8]=1)=[O:24], predict the reactants needed to synthesize it. The reactants are: [H-].[Na+].[F:3][C:4]([F:18])([F:17])[C:5]1[CH:10]=[CH:9][N:8]=[C:7]([C:11]2[NH:12][O:13][C:14](=[O:16])[N:15]=2)[CH:6]=1.[Cl:19][C:20]1[CH:21]=[C:22]([CH:28]=[CH:29][C:30]=1[Cl:31])[C:23]([O:25][CH2:26]Cl)=[O:24].[Cl-].[NH4+]. (7) Given the product [F:21][C:15]1[CH:16]=[C:17]([F:20])[CH:18]=[CH:19][C:14]=1[C:12]1[N:13]=[C:6]2[CH:5]=[N:10][CH:9]=[CH:8][N:7]2[CH:11]=1, predict the reactants needed to synthesize it. The reactants are: COC([C:5]1[C:6]2[N:7]([CH:11]=[C:12]([C:14]3[CH:19]=[CH:18][C:17]([F:20])=[CH:16][C:15]=3[F:21])[N:13]=2)[CH:8]=[CH:9][N:10]=1)=O.CO.Cl.C([O-])(O)=O.[Na+].